This data is from Forward reaction prediction with 1.9M reactions from USPTO patents (1976-2016). The task is: Predict the product of the given reaction. Given the reactants [CH3:1][O:2][C:3]1[N:8]=[C:7]2[C:9]([C:13]3[N:23]([S:24]([C:27]4[CH:32]=[CH:31][C:30]([CH3:33])=[CH:29][CH:28]=4)(=[O:26])=[O:25])[C:16]4=[N:17][CH:18]=[CH:19][C:20]([CH2:21]O)=[C:15]4[CH:14]=3)=[CH:10][N:11]([CH3:12])[C:6]2=[CH:5][C:4]=1[O:34][CH3:35].S(Cl)([Cl:38])=O.CN(C=O)C.C(=O)([O-])O.[Na+], predict the reaction product. The product is: [Cl:38][CH2:21][C:20]1[CH:19]=[CH:18][N:17]=[C:16]2[N:23]([S:24]([C:27]3[CH:32]=[CH:31][C:30]([CH3:33])=[CH:29][CH:28]=3)(=[O:26])=[O:25])[C:13]([C:9]3[C:7]4=[N:8][C:3]([O:2][CH3:1])=[C:4]([O:34][CH3:35])[CH:5]=[C:6]4[N:11]([CH3:12])[CH:10]=3)=[CH:14][C:15]=12.